From a dataset of Reaction yield outcomes from USPTO patents with 853,638 reactions. Predict the reaction yield, written as a fraction of the theoretical maximum amount of product (1.0 means a 100% yield; for example, 0.34 means a 34% yield). (1) The reactants are C([O:3][C:4](=[O:29])[CH2:5][C:6]1[CH:11]=[CH:10][C:9]([O:12][CH2:13]/[CH:14]=[C:15](/[C:22]2[CH:27]=[CH:26][C:25]([Br:28])=[CH:24][CH:23]=2)\[C:16]2[CH:21]=[CH:20][CH:19]=[CH:18][CH:17]=2)=[CH:8][CH:7]=1)C.[OH-].[Na+].O. The product is [Br:28][C:25]1[CH:24]=[CH:23][C:22](/[C:15](/[C:16]2[CH:17]=[CH:18][CH:19]=[CH:20][CH:21]=2)=[CH:14]/[CH2:13][O:12][C:9]2[CH:10]=[CH:11][C:6]([CH2:5][C:4]([OH:29])=[O:3])=[CH:7][CH:8]=2)=[CH:27][CH:26]=1. The yield is 0.700. The catalyst is C1COCC1.C(O)C. (2) The reactants are [C:1]([C:3]1[CH:8]=[CH:7][C:6]([N:9]2[C:13]([C:14]3[CH:19]=[CH:18][C:17]([CH3:20])=[CH:16][CH:15]=3)=[CH:12][C:11](C(O)=O)=[N:10]2)=[CH:5][CH:4]=1)#[N:2].C1C=CC(P([N:38]=[N+]=[N-])(C2C=CC=CC=2)=O)=CC=1.[O:41]1[CH2:46]COCC1.[CH3:47][C:48]([OH:51])([CH3:50])[CH3:49]. No catalyst specified. The product is [C:1]([C:3]1[CH:8]=[CH:7][C:6]([N:9]2[C:13]([C:14]3[CH:19]=[CH:18][C:17]([CH3:20])=[CH:16][CH:15]=3)=[CH:12][C:11]([NH:38][C:46](=[O:41])[O:51][C:48]([CH3:50])([CH3:49])[CH3:47])=[N:10]2)=[CH:5][CH:4]=1)#[N:2]. The yield is 0.220. (3) The reactants are [F:1][C:2]1[C:10]2[O:9][C:8]([CH2:11]O)=[CH:7][C:6]=2[CH:5]=[CH:4][CH:3]=1.[Br:13]C(Br)(Br)Br.C1(P(C2C=CC=CC=2)C2C=CC=CC=2)C=CC=CC=1. The catalyst is ClCCl. The product is [Br:13][CH2:11][C:8]1[O:9][C:10]2[C:2]([F:1])=[CH:3][CH:4]=[CH:5][C:6]=2[CH:7]=1. The yield is 0.970. (4) The reactants are [CH3:1][C:2]1[CH:7]=[CH:6][CH:5]=[C:4]([CH3:8])[C:3]=1[C:9]1[CH:18]=[CH:17][C:16]2[C:15]([NH2:19])=[N:14][C:13]3[CH:20]=[CH:21][CH:22]=[CH:23][C:12]=3[C:11]=2[N:10]=1.I[C:25]1[CH:30]=[CH:29][CH:28]=[CH:27][C:26]=1I.CNCCNC.C(=O)([O-])[O-].[Cs+].[Cs+]. The catalyst is CN1C(=O)CCC1.C(Cl)Cl.[Cu](I)I. The product is [CH3:1][C:2]1[CH:7]=[CH:6][CH:5]=[C:4]([CH3:8])[C:3]=1[C:9]1[CH:18]=[CH:17][C:16]2[C:15]3=[N:19][C:25]4[CH:30]=[CH:29][CH:28]=[CH:27][C:26]=4[N:14]3[C:13]3[CH:20]=[CH:21][CH:22]=[CH:23][C:12]=3[C:11]=2[N:10]=1. The yield is 0.670. (5) The reactants are C(Cl)CCl.[C:5](=[N:8][OH:9])([NH2:7])[CH3:6].[C:10]([O:14][C:15]([N:17]([C@@H:22]1[CH2:24][C@H:23]1[C:25]1[CH:30]=[CH:29][CH:28]=[CH:27][CH:26]=1)[CH2:18][C:19](O)=O)=[O:16])([CH3:13])([CH3:12])[CH3:11]. The catalyst is COCCOCCOC. The product is [CH3:6][C:5]1[N:7]=[C:19]([CH2:18][N:17]([C@H:22]2[CH2:24][C@H:23]2[C:25]2[CH:26]=[CH:27][CH:28]=[CH:29][CH:30]=2)[C:15](=[O:16])[O:14][C:10]([CH3:13])([CH3:11])[CH3:12])[O:9][N:8]=1. The yield is 0.200. (6) The reactants are [NH2:1][C:2]1[C:6]([C:7]#[N:8])=[CH:5][N:4]([C:9]2[CH:14]=[CH:13][CH:12]=[C:11]([N:15]3[N:24]=[CH:23][C:22]4[C:17](=[CH:18][CH:19]=[C:20]([C:25]([CH3:28])([CH3:27])[CH3:26])[CH:21]=4)[C:16]3=[O:29])[C:10]=2[CH2:30][OH:31])[N:3]=1.Br[C:33]1[CH:38]=[CH:37][C:36]([C:39](=[O:41])[CH3:40])=[CH:35][CH:34]=1.CC(C1C=C(C(C)C)C(C2C(P(C3CCCCC3)C3CCCCC3)=C(OC)C=CC=2OC)=C(C(C)C)C=1)C.C(=O)([O-])[O-].[Cs+].[Cs+]. The catalyst is C(O)(C)(C)C.CCOC(C)=O.C1C=CC(/C=C/C(/C=C/C2C=CC=CC=2)=O)=CC=1.C1C=CC(/C=C/C(/C=C/C2C=CC=CC=2)=O)=CC=1.C1C=CC(/C=C/C(/C=C/C2C=CC=CC=2)=O)=CC=1.[Pd].[Pd]. The product is [C:39]([C:36]1[CH:37]=[CH:38][C:33]([NH:1][C:2]2[C:6]([C:7]#[N:8])=[CH:5][N:4]([C:9]3[CH:14]=[CH:13][CH:12]=[C:11]([N:15]4[N:24]=[CH:23][C:22]5[C:17](=[CH:18][CH:19]=[C:20]([C:25]([CH3:26])([CH3:27])[CH3:28])[CH:21]=5)[C:16]4=[O:29])[C:10]=3[CH2:30][OH:31])[N:3]=2)=[CH:34][CH:35]=1)(=[O:41])[CH3:40]. The yield is 0.620. (7) The reactants are [F:1][C:2]1[CH:7]=[CH:6][C:5]([CH:8]2[C:17](=O)[C:16]3[C:15]([C:19]([O:21]CC)=O)=[CH:14][CH:13]=[CH:12][C:11]=3[NH:10][CH:9]2[C:24]2[N:25]([CH3:29])[CH:26]=[CH:27][N:28]=2)=[CH:4][CH:3]=1.O.[NH2:31][NH2:32]. The catalyst is CO. The product is [F:1][C:2]1[CH:7]=[CH:6][C:5]([CH:8]2[C:17]3=[N:31][NH:32][C:19](=[O:21])[C:15]4[CH:14]=[CH:13][CH:12]=[C:11]([C:16]=43)[NH:10][CH:9]2[C:24]2[N:25]([CH3:29])[CH:26]=[CH:27][N:28]=2)=[CH:4][CH:3]=1. The yield is 0.140. (8) The reactants are [NH2:1][C@H:2]([CH3:5])[CH2:3][OH:4].C([O-])([O-])=O.[K+].[K+].[Br:12][C:13]1[CH:14]=[C:15]([CH:20]=[CH:21][C:22]=1[CH2:23]Br)[C:16]([O:18][CH3:19])=[O:17]. The catalyst is CC#N. The product is [Br:12][C:13]1[CH:14]=[C:15]([CH:20]=[CH:21][C:22]=1[CH2:23][NH:1][C@H:2]([CH3:5])[CH2:3][OH:4])[C:16]([O:18][CH3:19])=[O:17]. The yield is 0.440.